Dataset: TCR-epitope binding with 47,182 pairs between 192 epitopes and 23,139 TCRs. Task: Binary Classification. Given a T-cell receptor sequence (or CDR3 region) and an epitope sequence, predict whether binding occurs between them. (1) The epitope is AYILFTRFFYV. The TCR CDR3 sequence is CASSPSLGRLAEQFF. Result: 0 (the TCR does not bind to the epitope). (2) The epitope is ISDYDYYRY. The TCR CDR3 sequence is CASSDGTGGGQPQHF. Result: 0 (the TCR does not bind to the epitope). (3) The TCR CDR3 sequence is CASSKEYRTATNEKLFF. The epitope is IPRRNVATL. Result: 0 (the TCR does not bind to the epitope). (4) The TCR CDR3 sequence is CASSPDGSSYNEQFF. Result: 0 (the TCR does not bind to the epitope). The epitope is RTLNAWVKV. (5) The epitope is YLDAYNMMI. The TCR CDR3 sequence is CASRGGLAGDYNEQFF. Result: 0 (the TCR does not bind to the epitope).